Dataset: Reaction yield outcomes from USPTO patents with 853,638 reactions. Task: Predict the reaction yield, written as a fraction of the theoretical maximum amount of product (1.0 means a 100% yield; for example, 0.34 means a 34% yield). (1) The reactants are [N:1]([CH:4]1[C:13]2[N:12]=[C:11]([Cl:14])[CH:10]=[CH:9][C:8]=2[CH2:7][CH2:6][CH2:5]1)=[N+]=[N-].C1C=CC(P(C2C=CC=CC=2)C2C=CC=CC=2)=CC=1. The catalyst is C1COCC1.O. The product is [Cl:14][C:11]1[CH:10]=[CH:9][C:8]2[CH2:7][CH2:6][CH2:5][CH:4]([NH2:1])[C:13]=2[N:12]=1. The yield is 0.880. (2) The reactants are [F:1][C:2]1([F:19])[O:6][C:5]2[CH:7]=[CH:8][CH:9]=[C:10]([C:11]3[CH:16]=[CH:15][N:14]=[C:13](SC)[N:12]=3)[C:4]=2[O:3]1.O[O:21][S:22]([O-:24])=O.[K+].[C:26]([O-])(O)=O.[Na+]. The catalyst is CO. The product is [F:19][C:2]1([F:1])[O:6][C:5]2[CH:7]=[CH:8][CH:9]=[C:10]([C:11]3[CH:16]=[CH:15][N:14]=[C:13]([S:22]([CH3:26])(=[O:24])=[O:21])[N:12]=3)[C:4]=2[O:3]1. The yield is 1.00. (3) The reactants are [Mn]([O-])(=O)(=O)=[O:2].[K+].[CH:7]1([O:12][C:13]2[CH:14]=[C:15]([CH:18]=[CH:19][C:20]=2[O:21][CH3:22])[CH:16]=[O:17])[CH2:11][CH2:10][CH2:9][CH2:8]1.Cl. The catalyst is [Br-].C([N+](CCCC)(CCCC)CCCC)CCC.O.N1C=CC=CC=1. The product is [CH:7]1([O:12][C:13]2[CH:14]=[C:15]([CH:18]=[CH:19][C:20]=2[O:21][CH3:22])[C:16]([OH:2])=[O:17])[CH2:8][CH2:9][CH2:10][CH2:11]1. The yield is 0.670. (4) The reactants are [O:1]=[C:2]1[NH:11][C:10]2[C:5](=[CH:6][CH:7]=[CH:8][CH:9]=2)[NH:4][C@@H:3]1[CH2:12][C:13](OC)=[O:14].Cl. The catalyst is C1COCC1. The product is [OH:14][CH2:13][CH2:12][C@H:3]1[NH:4][C:5]2[C:10](=[CH:9][CH:8]=[CH:7][CH:6]=2)[NH:11][C:2]1=[O:1]. The yield is 0.210. (5) The reactants are [CH:1]1([CH2:4][O:5][CH:6]2[CH2:11][CH2:10][NH:9][CH2:8][CH2:7]2)[CH2:3][CH2:2]1.Cl[CH2:13][CH2:14][CH2:15][N:16]1[C:21]2[C:22]([F:27])=[CH:23][CH:24]=[C:25]([F:26])[C:20]=2[O:19][CH2:18][C:17]1=[O:28].C([O-])([O-])=O.[K+].[K+]. No catalyst specified. The product is [CH:1]1([CH2:4][O:5][CH:6]2[CH2:11][CH2:10][N:9]([CH2:13][CH2:14][CH2:15][N:16]3[C:21]4[C:22]([F:27])=[CH:23][CH:24]=[C:25]([F:26])[C:20]=4[O:19][CH2:18][C:17]3=[O:28])[CH2:8][CH2:7]2)[CH2:2][CH2:3]1. The yield is 0.370. (6) The product is [CH3:1][N:2]1[CH2:7][CH2:6][C@H:5]([C:8]2[CH:13]=[CH:12][C:11]([Cl:14])=[C:10]([Cl:15])[CH:9]=2)[C@H:4]([CH2:16][O:17][CH2:24][CH3:25])[CH2:3]1. The catalyst is O1CCCC1. The yield is 0.560. The reactants are [CH3:1][N:2]1[CH2:7][CH2:6][C@H:5]([C:8]2[CH:13]=[CH:12][C:11]([Cl:14])=[C:10]([Cl:15])[CH:9]=2)[C@H:4]([CH2:16][OH:17])[CH2:3]1.[H-].[Na+].S(OCC)(O[CH2:24][CH3:25])(=O)=O.O. (7) The reactants are Br[C:2]1[CH:3]=[C:4]([N+:10]([O-:12])=[O:11])[C:5]([O:8][CH3:9])=[N:6][CH:7]=1.C(=O)([O-])[O-].[Cs+].[Cs+].[CH2:19]([N:22]([CH3:24])[CH3:23])[C:20]#[CH:21]. The catalyst is CN(C=O)C.CC#N.CC#N.Cl[Pd]Cl. The product is [CH3:9][O:8][C:5]1[N:6]=[CH:7][C:2]([C:21]#[C:20][CH2:19][N:22]([CH3:24])[CH3:23])=[CH:3][C:4]=1[N+:10]([O-:12])=[O:11]. The yield is 0.270. (8) The reactants are [NH:1]1[CH2:6][CH2:5][O:4][C:3]2[CH:7]=[N:8][CH:9]=[CH:10][C:2]1=2.[Cl:11][C:12]1[CH:13]=[C:14]([CH:18]=[C:19]([N+:23]([O-:25])=[O:24])[C:20]=1[O:21][CH3:22])[C:15](Cl)=[O:16].C(N(CC)CC)C.Cl. The catalyst is ClCCl. The product is [Cl:11][C:12]1[CH:13]=[C:14]([C:15]([N:1]2[CH2:6][CH2:5][O:4][C:3]3[CH:7]=[N:8][CH:9]=[CH:10][C:2]2=3)=[O:16])[CH:18]=[C:19]([N+:23]([O-:25])=[O:24])[C:20]=1[O:21][CH3:22]. The yield is 0.810. (9) The reactants are Br[C:2]1[CH:7]=[CH:6][C:5]([CH2:8][CH2:9][S:10]([NH:13][C:14]2[CH:19]=[CH:18][C:17]([CH2:20][OH:21])=[CH:16][C:15]=2[S:22]([NH2:25])(=[O:24])=[O:23])(=[O:12])=[O:11])=[CH:4][CH:3]=1.[CH3:26][C:27]([CH3:31])([CH3:30])[C:28]#[CH:29]. No catalyst specified. The product is [CH3:26][C:27]([CH3:31])([CH3:30])[C:28]#[C:29][C:2]1[CH:7]=[CH:6][C:5]([CH2:8][CH2:9][S:10]([NH:13][C:14]2[CH:19]=[CH:18][C:17]([CH2:20][OH:21])=[CH:16][C:15]=2[S:22]([NH2:25])(=[O:24])=[O:23])(=[O:12])=[O:11])=[CH:4][CH:3]=1. The yield is 0.0500.